Dataset: Experimentally validated miRNA-target interactions with 360,000+ pairs, plus equal number of negative samples. Task: Binary Classification. Given a miRNA mature sequence and a target amino acid sequence, predict their likelihood of interaction. (1) The miRNA is hsa-miR-744-3p with sequence CUGUUGCCACUAACCUCAACCU. The protein sequence of the target gene is MAAVALLRGAAVGRRSPAWHWRLSGTASHCLARGFGLLGSNPADGVAWTCFRLDGRALVRVRGPDAAPFLLGLSTNELPLSGPPTGAAQPSARAAYAHFLNVQGRTLYDVILYGLPECTEGAPSFLLECDSSVLGALQKHLSMYKIRRKVTVEPSPELHVWAVLPCVPQTSETAPLEERVEGTTMLIRDPRTARMGWRLLTQDDGPALVPRGQLGDLQDYHKYRYQQGIPEGVCDLPPGMALPLESNLVFMNGVSFTKGCYIGQELTARTHHTGVIRKRLFPVKLEGPLPASGVSPGAIV.... Result: 0 (no interaction). (2) The miRNA is mmu-miR-133b-3p with sequence UUUGGUCCCCUUCAACCAGCUA. The protein sequence of the target gene is MMASYPEPEDTAGTLLAPESGRAVKEAEASPPSPGKGGGTTPEKPDPAQKPPYSYVALIAMAIRESAEKRLTLSGIYQYIIAKFPFYEKNKKGWQNSIRHNLSLNECFIKVPREGGGERKGNYWTLDPACEDMFEKGNYRRRRRMKRPFRPPPAHFQPGKGLFGSGGAAGGCGVPGAGADGYGYLAPPKYLQSGFLNNSWPLPQPPSPMPYASCQMAAAAAAAAAAAAAAGPGSPGAAAVVKGLAGPAASYGPYSRVQSMALPPGVVNSYNGLGGPPAAPPPPPPPPHPHPHPHAHHLHA.... Result: 1 (interaction). (3) The protein sequence of the target gene is MTLIWRHLLRPLCLVTSAPRILEMHPFLSLGTSRTSVTKLSLHTKPRMPPCDFMPERYQSLGYNRVLEIHKEHLSPVVTAYFQKPLLLHQGHMEWLFDAEGSRYLDFFSGIVTVSVGHCHPKVNAVAQKQLGRLWHTSTVFFHPPMHEYAEKLAALLPEPLKVIFLVNSGSEANELAMLMARAHSNNIDIISFRGAYHGCSPYTLGLTNVGTYKMELPGGTGCQPTMCPDVFRGPWGGSHCRDSPVQTIRKCSCAPDCCQAKDQYIEQFKDTLSTSVAKSIAGFFAEPIQGVNGVVQYPK.... The miRNA is hsa-miR-4692 with sequence UCAGGCAGUGUGGGUAUCAGAU. Result: 1 (interaction). (4) The miRNA is mmu-miR-1195 with sequence UGAGUUCGAGGCCAGCCUGCUCA. The protein sequence of the target gene is MEFTASPKPQLSSRANAFSIAALMSSGGPKEKEAAENTIKPLEQFVEKSSCAQPLGELTSLDAHAEFGGGGGSPSSSSLCTEPLIPTTPIIPSEEMAKIACSLETKELWDKFHELGTEMIITKSGRRMFPTIRVSFSGVDPESKYIVLMDIVPVDNKRYRYAYHRSSWLVAGKADPPLPARLYVHPDSPFTGEQLLKQMVSFEKVKLTNNELDQHGHIILNSMHKYQPRVHIIKKKDHTASLLNLKSEEFRTFIFPETVFTAVTAYQNQLITKLKIDSNPFAKGFRDSSRLTDIERESVE.... Result: 1 (interaction). (5) The miRNA is hsa-miR-410-3p with sequence AAUAUAACACAGAUGGCCUGU. The protein sequence of the target gene is MAGDRLPRKVMDAKKLASLLRGGPGGPLVIDSRSFVEYNSWHVLSSVNICCSKLVKRRLQQGKVTIAELIQPAARSQVEATEPQDVVVYDQSTRDASVLAADSFLSILLSKLDGCFDSVAILTGGFATFSSCFPGLCEGKPAALLPMSLSQPCLPVPSVGLTRILPHLYLGSQKDVLNKDLMTQNGISYVLNASNSCPKPDFICESRFMRVPINDNYCEKLLPWLDKSIEFIDKAKLSSCQVIVHCLAGISRSATIAIAYIMKTMGMSSDDAYRFVKDRRPSISPNFNFLGQLLEYERSL.... Result: 1 (interaction). (6) The miRNA is hsa-miR-3662 with sequence GAAAAUGAUGAGUAGUGACUGAUG. The protein sequence of the target gene is MAELLRSLQDSQLVARFQRRCGLFPAPDEGPRENGADPTERAARVPGVEHLPAANGKGGEAPANGLRRAAAPEAYVQKYVVKNYFYYYLFQFSAALGQEVFYITFLPFTHWNIDPYLSRRLIIIWVLVMYIGQVAKDVLKWPRPSSPPVVKLEKRLIAEYGMPSTHAMAATAIAFTLLISTMDRYQYPFVLGLVMAVVFSTLVCLSRLYTGMHTVLDVLGGVLITALLIVLTYPAWTFIDCLDSASPLFPVCVIVVPFFLCYNYPVSDYYSPTRADTTTILAAGAGVTIGFWINHFFQLV.... Result: 1 (interaction).